This data is from Reaction yield outcomes from USPTO patents with 853,638 reactions. The task is: Predict the reaction yield, written as a fraction of the theoretical maximum amount of product (1.0 means a 100% yield; for example, 0.34 means a 34% yield). (1) The reactants are [CH3:1][S:2](Cl)(=[O:4])=[O:3].C(N(CC)CC)C.[N:13]1([C:17]([C:19]2[N:24]=[CH:23][C:22]([O:25][C:26]3[CH:27]=[C:28]([CH:39]=[C:40]([C:42](=[O:51])[NH:43][C:44]4[CH:49]=[N:48][C:47]([CH3:50])=[CH:46][N:45]=4)[CH:41]=3)[O:29][CH:30]([CH2:36][CH2:37][OH:38])[C:31]([O:33][CH2:34][CH3:35])=[O:32])=[CH:21][CH:20]=2)=[O:18])[CH2:16][CH2:15][CH2:14]1. The catalyst is C(Cl)Cl. The product is [N:13]1([C:17]([C:19]2[N:24]=[CH:23][C:22]([O:25][C:26]3[CH:27]=[C:28]([CH:39]=[C:40]([C:42](=[O:51])[NH:43][C:44]4[CH:49]=[N:48][C:47]([CH3:50])=[CH:46][N:45]=4)[CH:41]=3)[O:29][CH:30]([CH2:36][CH2:37][O:38][S:2]([CH3:1])(=[O:4])=[O:3])[C:31]([O:33][CH2:34][CH3:35])=[O:32])=[CH:21][CH:20]=2)=[O:18])[CH2:14][CH2:15][CH2:16]1. The yield is 0.420. (2) The catalyst is C1(C)C=CC=CC=1. The product is [CH2:13]([S:20][C:8](=[S:22])[C:7]1[CH:11]=[CH:12][C:4]([N+:1]([O-:3])=[O:2])=[CH:5][CH:6]=1)[C:14]1[CH:19]=[CH:18][CH:17]=[CH:16][CH:15]=1. The yield is 0.510. The reactants are [N+:1]([C:4]1[CH:12]=[CH:11][C:7]([C:8](O)=O)=[CH:6][CH:5]=1)([O-:3])=[O:2].[CH2:13]([SH:20])[C:14]1[CH:19]=[CH:18][CH:17]=[CH:16][CH:15]=1.P12(SP3(SP(SP(S3)(S1)=S)(=S)S2)=S)=[S:22].